From a dataset of Retrosynthesis with 50K atom-mapped reactions and 10 reaction types from USPTO. Predict the reactants needed to synthesize the given product. Given the product O=C(COc1cccc2ccccc12)NCC(O)CN1CCc2ccccc2C1, predict the reactants needed to synthesize it. The reactants are: CCOC(=O)COc1cccc2ccccc12.NCC(O)CN1CCc2ccccc2C1.